Dataset: Experimentally validated miRNA-target interactions with 360,000+ pairs, plus equal number of negative samples. Task: Binary Classification. Given a miRNA mature sequence and a target amino acid sequence, predict their likelihood of interaction. (1) The miRNA is hsa-miR-4330 with sequence CCUCAGAUCAGAGCCUUGC. The protein sequence of the target gene is MPPQLHNGLDFSAKVIQGSLDSLPQAVRKFVEGNAQLCQPEYIHICDGSEEEYGQLLAHMQEEGVIRKLKKYDNCWLALTDPRDVARIESKTVIITQEQRDTVPIPKTGLSQLGRWMSEEDFEKAFNARFPGCMKGRTMYVIPFSMGPLGSPLAKIGIELTDSPYVVASMRIMTRMGISVLEALGDGEFIKCLHSVGCPLPLKKPLVNNWACNPELTLIAHLPDRREIISFGSGYGGNSLLGKKCFALRIASRLAKEEGWLAEHMLILGITNPEGKKKYLAAAFPSACGKTNLAMMNPSL.... Result: 0 (no interaction). (2) The miRNA is hsa-miR-642a-5p with sequence GUCCCUCUCCAAAUGUGUCUUG. The protein sequence of the target gene is MAVHRGSALVAPASDKVQKNKSAQTSGLKQGSRMEKILGFEWTDLSSWQSVVTLLNKPTDPANLAVFRFLFAFLMLLDIPQERGLSSLDRKYLDGLDVCRFPLLDALRPLPLDWMYLVYTIMFLGALGMMLGLCYRLSCVLFLLPYWYVFLLDKTSWNNHSYLYGLLAFQLTFMDANHYWSVDGLLNARKKNAHVPLWNYTVLRGQIFIVYFIAGVKKLDADWVGGYSMEHLSRHWLFSPFKLVLSEELTSLLVVHWCGLLLDLSAGFLLFFDASRPVGLFFVSYFHCMNSQLFSIGMFP.... Result: 0 (no interaction). (3) The miRNA is hsa-miR-186-3p with sequence GCCCAAAGGUGAAUUUUUUGGG. The protein sequence of the target gene is MLKSKTFLKKTRAGGVMKIVREHYLRDDIGCGAPGCAACGGAHEGPALEPQPQDPASSVCPQPHYLLPDTNVLLHQIDVLEDPAIRNVIVLQTVLQEVRNRSAPVYKRIRDVTNNQEKHFYTFTNEHHRETYVEQEQGENANDRNDRAIRVAAKWYNEHLKKMSADNQLQVIFITNDRRNKEKAIEEGIPAFTCEEYVKSLTANPELIDRLACLSEEGNEIESGKIIFSEHLPLSKLQQGIKSGTYLQGTFRASRENYLEATVWIHGDNEENKEIILQGLKHLNRAVHEDIVAVELLPKS.... Result: 1 (interaction). (4) The miRNA is mmu-miR-92a-3p with sequence UAUUGCACUUGUCCCGGCCUG. The protein sequence of the target gene is MSHGKRTDMLPEIAAAVGFLSSLLRTRGCVSEQRLKVFSRALQDALTDHYKHHWFPEKPSKGSGYRCIRINHKMDPIISKVASQIGLSQPQLHRLLPSELTLWVDPYEVSYRIGEDGSICVLYEEAPVAASYGLLTCKNQMMLGRSSPSKNYVMAVSS. Result: 1 (interaction). (5) The miRNA is hsa-miR-3689a-3p with sequence CUGGGAGGUGUGAUAUCGUGGU. The protein sequence of the target gene is MAVCGLGSRLGLGSRLGLRGCFGAARLLYPRFQSRGPQGVEDGDRPQPSSKTPRIPKIYTKTGDKGFSSTFTGERRPKDDQVFEAVGTTDELSSAIGFALELVTEKGHTFAEELQKIQCTLQDVGSALATPCSSAREAHLKYTTFKAGPILELEQWIDKYTSQLPPLTAFILPSGGKISSALHFCRAVCRRAERRVVPLVQMGETDANVAKFLNRLSDYLFTLARYAAMKEGNQEKIYMKNDPSAESEGL. Result: 1 (interaction).